From a dataset of NCI-60 drug combinations with 297,098 pairs across 59 cell lines. Regression. Given two drug SMILES strings and cell line genomic features, predict the synergy score measuring deviation from expected non-interaction effect. (1) Drug 1: CCC1(CC2CC(C3=C(CCN(C2)C1)C4=CC=CC=C4N3)(C5=C(C=C6C(=C5)C78CCN9C7C(C=CC9)(C(C(C8N6C=O)(C(=O)OC)O)OC(=O)C)CC)OC)C(=O)OC)O.OS(=O)(=O)O. Drug 2: CS(=O)(=O)CCNCC1=CC=C(O1)C2=CC3=C(C=C2)N=CN=C3NC4=CC(=C(C=C4)OCC5=CC(=CC=C5)F)Cl. Cell line: OVCAR-8. Synergy scores: CSS=8.12, Synergy_ZIP=3.72, Synergy_Bliss=6.78, Synergy_Loewe=6.24, Synergy_HSA=6.28. (2) Drug 1: CC1=C2C(C(=O)C3(C(CC4C(C3C(C(C2(C)C)(CC1OC(=O)C(C(C5=CC=CC=C5)NC(=O)OC(C)(C)C)O)O)OC(=O)C6=CC=CC=C6)(CO4)OC(=O)C)OC)C)OC. Drug 2: C1C(C(OC1N2C=NC3=C2NC=NCC3O)CO)O. Cell line: IGROV1. Synergy scores: CSS=30.8, Synergy_ZIP=4.42, Synergy_Bliss=4.12, Synergy_Loewe=-22.9, Synergy_HSA=3.34. (3) Drug 1: C1=C(C(=O)NC(=O)N1)N(CCCl)CCCl. Drug 2: C1=CC(=CC=C1CCCC(=O)O)N(CCCl)CCCl. Cell line: RXF 393. Synergy scores: CSS=31.3, Synergy_ZIP=5.12, Synergy_Bliss=9.17, Synergy_Loewe=10.6, Synergy_HSA=13.3. (4) Drug 1: CCCCC(=O)OCC(=O)C1(CC(C2=C(C1)C(=C3C(=C2O)C(=O)C4=C(C3=O)C=CC=C4OC)O)OC5CC(C(C(O5)C)O)NC(=O)C(F)(F)F)O. Drug 2: C1=CC=C(C=C1)NC(=O)CCCCCCC(=O)NO. Cell line: NCI-H522. Synergy scores: CSS=62.9, Synergy_ZIP=3.38, Synergy_Bliss=3.05, Synergy_Loewe=-0.740, Synergy_HSA=5.08. (5) Drug 1: CC1=C2C(C(=O)C3(C(CC4C(C3C(C(C2(C)C)(CC1OC(=O)C(C(C5=CC=CC=C5)NC(=O)OC(C)(C)C)O)O)OC(=O)C6=CC=CC=C6)(CO4)OC(=O)C)OC)C)OC. Drug 2: C1=C(C(=O)NC(=O)N1)N(CCCl)CCCl. Cell line: SK-MEL-28. Synergy scores: CSS=33.3, Synergy_ZIP=-2.73, Synergy_Bliss=-3.49, Synergy_Loewe=-2.91, Synergy_HSA=0.456. (6) Drug 1: CN1CCC(CC1)COC2=C(C=C3C(=C2)N=CN=C3NC4=C(C=C(C=C4)Br)F)OC. Drug 2: CC1=C(C=C(C=C1)NC(=O)C2=CC=C(C=C2)CN3CCN(CC3)C)NC4=NC=CC(=N4)C5=CN=CC=C5. Cell line: NCIH23. Synergy scores: CSS=8.98, Synergy_ZIP=-1.93, Synergy_Bliss=-5.32, Synergy_Loewe=-5.22, Synergy_HSA=-5.15. (7) Drug 2: CC1=C2C(C(=O)C3(C(CC4C(C3C(C(C2(C)C)(CC1OC(=O)C(C(C5=CC=CC=C5)NC(=O)C6=CC=CC=C6)O)O)OC(=O)C7=CC=CC=C7)(CO4)OC(=O)C)O)C)OC(=O)C. Drug 1: C1=CC(=CC=C1CCC2=CNC3=C2C(=O)NC(=N3)N)C(=O)NC(CCC(=O)O)C(=O)O. Synergy scores: CSS=7.50, Synergy_ZIP=-8.01, Synergy_Bliss=-6.01, Synergy_Loewe=-16.3, Synergy_HSA=-6.73. Cell line: EKVX.